From a dataset of Reaction yield outcomes from USPTO patents with 853,638 reactions. Predict the reaction yield, written as a fraction of the theoretical maximum amount of product (1.0 means a 100% yield; for example, 0.34 means a 34% yield). The reactants are [C:1]([C:4]1[CH:9]=[CH:8][C:7]([S:10]([NH2:13])(=[O:12])=[O:11])=[CH:6][CH:5]=1)(=[O:3])[CH3:2].[CH3:14][O:15][C:16]1[CH:23]=[C:22]([O:24][CH3:25])[C:21]([C:26]2[N:27]([CH3:35])[C:28]3[C:33]([CH:34]=2)=[CH:32][CH:31]=[CH:30][CH:29]=3)=[CH:20][C:17]=1[CH:18]=O.C[O-].[Li+].Cl. The catalyst is CN(C=O)C.O. The product is [CH3:14][O:15][C:16]1[CH:23]=[C:22]([O:24][CH3:25])[C:21]([C:26]2[N:27]([CH3:35])[C:28]3[C:33]([CH:34]=2)=[CH:32][CH:31]=[CH:30][CH:29]=3)=[CH:20][C:17]=1[CH:18]=[CH:2][C:1]([C:4]1[CH:5]=[CH:6][C:7]([S:10]([NH2:13])(=[O:11])=[O:12])=[CH:8][CH:9]=1)=[O:3]. The yield is 0.900.